Dataset: NCI-60 drug combinations with 297,098 pairs across 59 cell lines. Task: Regression. Given two drug SMILES strings and cell line genomic features, predict the synergy score measuring deviation from expected non-interaction effect. (1) Drug 1: CCC1=CC2CC(C3=C(CN(C2)C1)C4=CC=CC=C4N3)(C5=C(C=C6C(=C5)C78CCN9C7C(C=CC9)(C(C(C8N6C)(C(=O)OC)O)OC(=O)C)CC)OC)C(=O)OC.C(C(C(=O)O)O)(C(=O)O)O. Drug 2: C#CCC(CC1=CN=C2C(=N1)C(=NC(=N2)N)N)C3=CC=C(C=C3)C(=O)NC(CCC(=O)O)C(=O)O. Cell line: PC-3. Synergy scores: CSS=55.9, Synergy_ZIP=-2.01, Synergy_Bliss=-2.29, Synergy_Loewe=-8.32, Synergy_HSA=1.14. (2) Drug 1: C1=CC(=CC=C1CCC2=CNC3=C2C(=O)NC(=N3)N)C(=O)NC(CCC(=O)O)C(=O)O. Drug 2: CC1=C(C(CCC1)(C)C)C=CC(=CC=CC(=CC(=O)O)C)C. Cell line: EKVX. Synergy scores: CSS=4.65, Synergy_ZIP=1.32, Synergy_Bliss=5.90, Synergy_Loewe=1.17, Synergy_HSA=2.02.